From a dataset of Full USPTO retrosynthesis dataset with 1.9M reactions from patents (1976-2016). Predict the reactants needed to synthesize the given product. (1) Given the product [C:23]([N:8]1[CH:1]2[CH2:7][CH2:6][CH:5]1[CH2:4][CH:3]([N:9]1[CH2:10][CH2:11][N:12]([C:15]([O:17][C:18]([CH3:21])([CH3:20])[CH3:19])=[O:16])[CH2:13][CH2:14]1)[CH2:2]2)(=[O:24])[CH3:22], predict the reactants needed to synthesize it. The reactants are: [CH:1]12[NH:8][CH:5]([CH2:6][CH2:7]1)[CH2:4][CH:3]([N:9]1[CH2:14][CH2:13][N:12]([C:15]([O:17][C:18]([CH3:21])([CH3:20])[CH3:19])=[O:16])[CH2:11][CH2:10]1)[CH2:2]2.[CH3:22][C:23](OC(C)=O)=[O:24].CCN(CC)CC. (2) Given the product [CH2:19]([N:6]1[C:7]([C:23]#[C:22][C:19]([C:13]2[CH:14]=[CH:15][CH:16]=[CH:17][CH:18]=2)([C:24]2[CH:25]=[CH:26][CH:27]=[CH:28][CH:29]=2)[CH2:20][OH:21])=[C:3]([CH:1]=[O:2])[CH:4]=[C:5]1[C:9]([O:11][CH2:12][C:43]1[CH:44]=[CH:45][CH:46]=[CH:47][CH:48]=1)=[O:10])[C:13]1[CH:18]=[CH:17][CH:16]=[CH:15][CH:14]=1, predict the reactants needed to synthesize it. The reactants are: [CH:1]([C:3]1[CH:4]=[C:5]([C:9]([O:11][CH3:12])=[O:10])[NH:6][C:7]=1I)=[O:2].[C:13]1([C:19]([C:24]2[CH:29]=[CH:28][CH:27]=[CH:26][CH:25]=2)([C:22]#[CH:23])[CH2:20][OH:21])[CH:18]=[CH:17][CH:16]=[CH:15][CH:14]=1.[CH:43]1[CH:48]=[CH:47][C:46](P([C:43]2[CH:48]=[CH:47][CH:46]=[CH:45][CH:44]=2)[C:43]2[CH:48]=[CH:47][CH:46]=[CH:45][CH:44]=2)=[CH:45][CH:44]=1.[K+].[Br-]. (3) Given the product [F:16][C:2]([F:1])([F:15])[C:3]1[CH:4]=[CH:5][C:6]([C:9]2[O:13][C:12]([NH:14][CH2:34][CH2:35][O:36][C:37]3[CH:38]=[C:39]4[C:44](=[CH:45][CH:46]=3)[NH:43][C:42](=[O:47])[CH2:41][CH2:40]4)=[N:11][N:10]=2)=[CH:7][CH:8]=1, predict the reactants needed to synthesize it. The reactants are: [F:1][C:2]([F:16])([F:15])[C:3]1[CH:8]=[CH:7][C:6]([C:9]2[O:13][C:12]([NH2:14])=[N:11][N:10]=2)=[CH:5][CH:4]=1.C(=O)([O-])[O-].[K+].[K+].CC1C=CC(S(O[CH2:34][CH2:35][O:36][C:37]2[CH:38]=[C:39]3[C:44](=[CH:45][CH:46]=2)[NH:43][C:42](=[O:47])[CH2:41][CH2:40]3)(=O)=O)=CC=1. (4) Given the product [CH2:1]([C:8]1[C:9]([NH:22][C:23](=[S:31])[CH2:24][C:25]2[CH:30]=[CH:29][CH:28]=[CH:27][CH:26]=2)=[N:10][CH:11]=[C:12]([C:14]2[CH:19]=[CH:18][C:17]([OH:20])=[CH:16][CH:15]=2)[N:13]=1)[C:2]1[CH:3]=[CH:4][CH:5]=[CH:6][CH:7]=1, predict the reactants needed to synthesize it. The reactants are: [CH2:1]([C:8]1[C:9]([NH:22][C:23](=[S:31])[CH2:24][C:25]2[CH:30]=[CH:29][CH:28]=[CH:27][CH:26]=2)=[N:10][CH:11]=[C:12]([C:14]2[CH:19]=[CH:18][C:17]([O:20]C)=[CH:16][CH:15]=2)[N:13]=1)[C:2]1[CH:7]=[CH:6][CH:5]=[CH:4][CH:3]=1.B(Br)(Br)Br.C(=O)(O)[O-].[Na+]. (5) Given the product [CH:12]([C:2]1[CH:7]=[CH:6][C:5]([N+:8]([O-:10])=[O:9])=[C:4]([F:11])[CH:3]=1)=[CH2:13], predict the reactants needed to synthesize it. The reactants are: Cl[C:2]1[CH:7]=[CH:6][C:5]([N+:8]([O-:10])=[O:9])=[C:4]([F:11])[CH:3]=1.[CH2:12]([Sn](CCCC)(CCCC)C=C)[CH2:13]CC.O1C=CC=C1P(C1OC=CC=1)C1OC=CC=1.[Cl-].[Li+]. (6) Given the product [F:12][C:3]1[CH:4]=[C:5]([C:8]([F:11])([F:10])[F:9])[CH:6]=[CH:7][C:2]=1[C:13](=[O:18])[CH2:14][CH2:15][CH2:16][CH3:17], predict the reactants needed to synthesize it. The reactants are: Br[C:2]1[CH:7]=[CH:6][C:5]([C:8]([F:11])([F:10])[F:9])=[CH:4][C:3]=1[F:12].[CH:13](=[O:18])[CH2:14][CH2:15][CH2:16][CH3:17].